From a dataset of Catalyst prediction with 721,799 reactions and 888 catalyst types from USPTO. Predict which catalyst facilitates the given reaction. Reactant: [CH3:1][O:2][C:3]1[CH:4]=[C:5]([CH2:11][C:12]([N:14]([CH2:23][CH2:24][CH2:25][C:26]2[CH:31]=[CH:30][C:29]([O:32][CH3:33])=[C:28]([O:34][CH3:35])[CH:27]=2)[C@H:15]([C:17]2[CH:22]=[CH:21][CH:20]=[CH:19][CH:18]=2)[CH3:16])=O)[CH:6]=[CH:7][C:8]=1[O:9][CH3:10].[Cl-].[P+]=O.[BH4-].[Na+]. Product: [CH3:1][O:2][C:3]1[CH:4]=[C:5]([CH:6]=[CH:7][C:8]=1[O:9][CH3:10])[CH2:11][C@H:12]1[C:31]2[CH:30]=[C:29]([O:32][CH3:33])[C:28]([O:34][CH3:35])=[CH:27][C:26]=2[CH2:25][CH2:24][CH2:23][N:14]1[C@H:15]([C:17]1[CH:22]=[CH:21][CH:20]=[CH:19][CH:18]=1)[CH3:16]. The catalyst class is: 10.